This data is from Forward reaction prediction with 1.9M reactions from USPTO patents (1976-2016). The task is: Predict the product of the given reaction. (1) Given the reactants [Cl:1][C:2]1[CH:7]=[CH:6][C:5]([C:8]2[CH:13]=[CH:12][C:11]([NH:14][C:15](=[O:26])/[CH:16]=[CH:17]/[C:18]3[CH:23]=[CH:22][C:21]([CH2:24]O)=[CH:20][CH:19]=3)=[CH:10][CH:9]=2)=[CH:4][CH:3]=1.C(N(CC)CC)C.CS([Cl:38])(=O)=O, predict the reaction product. The product is: [Cl:1][C:2]1[CH:7]=[CH:6][C:5]([C:8]2[CH:13]=[CH:12][C:11]([NH:14][C:15](=[O:26])/[CH:16]=[CH:17]/[C:18]3[CH:23]=[CH:22][C:21]([CH2:24][Cl:38])=[CH:20][CH:19]=3)=[CH:10][CH:9]=2)=[CH:4][CH:3]=1. (2) Given the reactants [O:1]=[CH:2][C@@H:3]([C@H:5]([C@@H:7]([CH2:9]O)O)O)[OH:4].O=[CH:12][C@@H:13]([C@H:15]([C@@H:17]([C@@H:19]([CH2:21][OH:22])[OH:20])O)O)O.[Na+].[Cl-].Cl.N[C@H](C(O)=O)CS.[C:33](=[O:36])([O-])[O-:34].[Ca+2], predict the reaction product. The product is: [C:5]1([C:3]([CH3:2])([OH:4])[C:33]([OH:34])=[O:36])[CH:15]=[CH:13][CH:12]=[CH:9][CH:7]=1.[C:21]([OH:22])(=[O:1])[CH:19]([CH3:17])[OH:20].